Dataset: Reaction yield outcomes from USPTO patents with 853,638 reactions. Task: Predict the reaction yield, written as a fraction of the theoretical maximum amount of product (1.0 means a 100% yield; for example, 0.34 means a 34% yield). (1) The reactants are [NH2:1][CH2:2][CH2:3][CH2:4][OH:5].C([O-])([O-])=O.[Na+].[Na+].[CH:12]1[CH:17]=[CH:16][C:15]([CH2:18][O:19][C:20](Cl)=[O:21])=[CH:14][CH:13]=1.C(Cl)Cl. The catalyst is C1COCC1.O. The product is [OH:5][CH2:4][CH2:3][CH2:2][NH:1][C:20](=[O:21])[O:19][CH2:18][C:15]1[CH:16]=[CH:17][CH:12]=[CH:13][CH:14]=1. The yield is 0.905. (2) The reactants are Br[C:2]1[CH:17]=[CH:16][C:5]([CH2:6][CH2:7][NH:8][C:9](=[O:15])[O:10][C:11]([CH3:14])([CH3:13])[CH3:12])=[CH:4][CH:3]=1.[B:18]1([B:18]2[O:22][C:21]([CH3:24])([CH3:23])[C:20]([CH3:26])([CH3:25])[O:19]2)[O:22][C:21]([CH3:24])([CH3:23])[C:20]([CH3:26])([CH3:25])[O:19]1.C([O-])(=O)C.[K+]. The catalyst is O1CCOCC1.C(OCC)(=O)C.C1C=CC(P(C2C=CC=CC=2)[C-]2C=CC=C2)=CC=1.C1C=CC(P(C2C=CC=CC=2)[C-]2C=CC=C2)=CC=1.Cl[Pd]Cl.[Fe+2].C1(P(C2C=CC=CC=2)[C-]2C=CC=C2)C=CC=CC=1.[C-]1(P(C2C=CC=CC=2)C2C=CC=CC=2)C=CC=C1.[Fe+2]. The product is [CH3:25][C:20]1([CH3:26])[C:21]([CH3:24])([CH3:23])[O:22][B:18]([C:2]2[CH:17]=[CH:16][C:5]([CH2:6][CH2:7][NH:8][C:9](=[O:15])[O:10][C:11]([CH3:14])([CH3:13])[CH3:12])=[CH:4][CH:3]=2)[O:19]1. The yield is 1.04. (3) The reactants are [F:1][C:2]1[CH:7]=[CH:6][C:5]([CH2:8][C:9](=[O:15])[C:10]([O:12][CH2:13][CH3:14])=[O:11])=[CH:4][CH:3]=1.[CH2:16]([O:18][CH:19](OCC)OCC)[CH3:17]. The catalyst is C(OC(=O)C)(=O)C. The product is [CH2:16]([O:18]/[CH:19]=[C:8](\[C:5]1[CH:4]=[CH:3][C:2]([F:1])=[CH:7][CH:6]=1)/[C:9](=[O:15])[C:10]([O:12][CH2:13][CH3:14])=[O:11])[CH3:17]. The yield is 0.140. (4) The reactants are Br[CH2:2][C:3]([C:5]1[CH:10]=[CH:9][C:8]([Br:11])=[CH:7][CH:6]=1)=O.[CH3:12][C:13]([C:16]([NH2:18])=[NH:17])([CH3:15])[CH3:14].Cl.C([O-])([O-])=O.[K+].[K+]. The catalyst is CN(C)C=O. The product is [Br:11][C:8]1[CH:9]=[CH:10][C:5]([C:3]2[N:17]=[C:16]([C:13]([CH3:15])([CH3:14])[CH3:12])[NH:18][CH:2]=2)=[CH:6][CH:7]=1. The yield is 0.810.